Predict the reaction yield, written as a fraction of the theoretical maximum amount of product (1.0 means a 100% yield; for example, 0.34 means a 34% yield). From a dataset of Reaction yield outcomes from USPTO patents with 853,638 reactions. (1) The reactants are [Br:1][C:2]1[CH:7]=[CH:6][C:5]([NH:8][C:9](=[O:14])[C:10]([CH3:13])([CH3:12])[CH3:11])=[C:4]([C:15]2[C:20]([F:21])=[CH:19][CH:18]=[CH:17][N:16]=2)[CH:3]=1.C(OC(C(F)(F)F)=O)(C(F)(F)F)=O.[N+:35]([O-])([OH:37])=[O:36].CO. The catalyst is C(O)(C(F)(F)F)=O.O. The product is [Br:1][C:2]1[CH:7]=[C:6]([N+:35]([O-:37])=[O:36])[C:5]([NH:8][C:9](=[O:14])[C:10]([CH3:13])([CH3:12])[CH3:11])=[C:4]([C:15]2[C:20]([F:21])=[CH:19][CH:18]=[CH:17][N:16]=2)[CH:3]=1. The yield is 0.820. (2) The reactants are [CH3:1][O:2][C:3]1[CH:4]=[C:5]2[C:10](=[CH:11][C:12]=1[O:13][CH3:14])[N:9]=[CH:8][CH:7]=[C:6]2[O:15][C:16]1[CH:21]=[CH:20][C:19]([NH2:22])=[CH:18][C:17]=1[F:23].[NH4+].[N:25]#[C:26][S-:27].BrBr. The catalyst is CC(O)=O. The product is [CH3:1][O:2][C:3]1[CH:4]=[C:5]2[C:10](=[CH:11][C:12]=1[O:13][CH3:14])[N:9]=[CH:8][CH:7]=[C:6]2[O:15][C:16]1[C:17]([F:23])=[CH:18][C:19]2[N:22]=[C:26]([NH2:25])[S:27][C:20]=2[CH:21]=1. The yield is 0.480. (3) The reactants are [C:1]1([CH:9]=[CH:8][CH:7]=[C:5]([OH:6])[C:3]=1[OH:4])[OH:2].[Cl-].[Al+3].[Cl-].[Cl-].C(Cl)(Cl)Cl.[C:18](=[O:21])([O-])[O-].[Na+].[Na+]. The catalyst is CN(C)C=O.ClCCl. The product is [OH:2][C:1]1[CH:9]=[CH:8][C:7]2[C:18](=[O:21])[C:1]3[C:9]([O:6][C:5]=2[C:3]=1[OH:4])=[CH:8][CH:7]=[CH:5][CH:3]=3. The yield is 0.250. (4) The reactants are [Cl:1][C:2]1[CH:3]=[N:4][N:5]([CH3:42])[C:6]=1[C:7]1[CH:8]=[C:9]([C:15]([NH:17][C@@H:18]([CH2:31][C:32]2[CH:37]=[CH:36][CH:35]=[CH:34][C:33]=2[C:38]([F:41])([F:40])[F:39])[CH2:19][N:20]2C(=O)C3C(=CC=CC=3)C2=O)=[O:16])[S:10][C:11]=1[CH2:12][CH2:13][CH3:14].NN. The catalyst is O1CCCC1.CO. The product is [NH2:20][CH2:19][C@@H:18]([NH:17][C:15]([C:9]1[S:10][C:11]([CH2:12][CH2:13][CH3:14])=[C:7]([C:6]2[N:5]([CH3:42])[N:4]=[CH:3][C:2]=2[Cl:1])[CH:8]=1)=[O:16])[CH2:31][C:32]1[CH:37]=[CH:36][CH:35]=[CH:34][C:33]=1[C:38]([F:41])([F:40])[F:39]. The yield is 0.800. (5) The product is [Cl:32][C:21]1[CH:22]=[C:23]([CH2:26][C:27]([O:29][CH2:30][CH3:31])=[O:28])[CH:24]=[CH:25][C:20]=1[NH:19][C:5]([N:33]1[C:41]2[C:36](=[CH:37][CH:38]=[CH:39][CH:40]=2)[CH2:35][CH2:34]1)=[O:11]. The catalyst is C(Cl)Cl.O. The reactants are ClC(Cl)(O[C:5](=[O:11])OC(Cl)(Cl)Cl)Cl.N1C=CC=CC=1.[NH2:19][C:20]1[CH:25]=[CH:24][C:23]([CH2:26][C:27]([O:29][CH2:30][CH3:31])=[O:28])=[CH:22][C:21]=1[Cl:32].[NH:33]1[C:41]2[C:36](=[CH:37][CH:38]=[CH:39][CH:40]=2)[CH2:35][CH2:34]1. The yield is 0.910. (6) The reactants are Cl.C[O:3][C:4]1[CH:9]=[C:8]([C:10]2[C:18]3[N:17]4[CH:19]=[N:20][N:21]=[C:16]4[CH:15]=[N:14][C:13]=3[NH:12][CH:11]=2)[CH:7]=[CH:6][N:5]=1.[OH-].[Na+].C1C(=O)N(Br)C(=O)C1.S(Cl)(C1C=CC(C)=CC=1)(=O)=O.[H-].[Na+].COC1C=C([Sn](CCCC)(CCCC)CCCC)C=CN=1. The catalyst is CCO.O.C1C=CC([P]([Pd]([P](C2C=CC=CC=2)(C2C=CC=CC=2)C2C=CC=CC=2)([P](C2C=CC=CC=2)(C2C=CC=CC=2)C2C=CC=CC=2)[P](C2C=CC=CC=2)(C2C=CC=CC=2)C2C=CC=CC=2)(C2C=CC=CC=2)C2C=CC=CC=2)=CC=1. The product is [CH:19]1[N:17]2[C:18]3[C:10]([C:8]4[CH:7]=[CH:6][NH:5][C:4](=[O:3])[CH:9]=4)=[CH:11][NH:12][C:13]=3[N:14]=[CH:15][C:16]2=[N:21][N:20]=1. The yield is 0.940.